Dataset: Catalyst prediction with 721,799 reactions and 888 catalyst types from USPTO. Task: Predict which catalyst facilitates the given reaction. (1) Product: [N+:16]([CH2:19][C:8]1([CH2:11][C:12]([O:14][CH3:15])=[O:13])[CH2:7][CH2:6][C:5]2([O:4][CH2:3][CH2:2][O:1]2)[CH2:10][CH2:9]1)([O-:18])=[O:17]. Reactant: [O:1]1[C:5]2([CH2:10][CH2:9][C:8](=[CH:11][C:12]([O:14][CH3:15])=[O:13])[CH2:7][CH2:6]2)[O:4][CH2:3][CH2:2]1.[N+:16]([CH3:19])([O-:18])=[O:17].[F-].C([NH3+])(C)(C)C. The catalyst class is: 20. (2) Reactant: CC#N.[CH3:4][C:5]1([CH3:14])[CH2:10][CH:9]([CH:11]=O)[C:8](=[O:13])[CH2:7][CH2:6]1.C(Cl)(=O)C([Cl:18])=O.[OH-].[Na+]. Product: [Cl:18][CH:11]=[C:9]1[CH2:10][C:5]([CH3:14])([CH3:4])[CH2:6][CH2:7][C:8]1=[O:13]. The catalyst class is: 22. (3) The catalyst class is: 9. Reactant: C(N(CC)C(C)C)(C)C.[CH3:10][C:11]1[CH:20]=[CH:19][C:18]2[C:13](=[CH:14][CH:15]=[CH:16][C:17]=2[N:21]2[CH2:26][CH2:25][N:24]([CH2:27][CH2:28][C:29]3[CH:30]=[C:31]([CH:33]=[CH:34][CH:35]=3)N)[CH2:23][CH2:22]2)[N:12]=1.CS(OCCC1C=CC=C([I:49])C=1)(=O)=O. Product: [I:49][C:31]1[CH:30]=[C:29]([CH2:28][CH2:27][N:24]2[CH2:23][CH2:22][N:21]([C:17]3[CH:16]=[CH:15][CH:14]=[C:13]4[C:18]=3[CH:19]=[CH:20][C:11]([CH3:10])=[N:12]4)[CH2:26][CH2:25]2)[CH:35]=[CH:34][CH:33]=1. (4) Reactant: [O:1]1[C:5]([C:6]([CH:8]2[CH2:14][CH2:13][CH2:12][C:11]3[CH:15]=[C:16]([N:19]4[CH2:23][C@H:22]([CH2:24][NH:25][C:26](=[O:28])[CH3:27])[O:21][C:20]4=[O:29])[CH:17]=[CH:18][C:10]=3[C:9]2=O)=O)=[CH:4][CH:3]=[N:2]1.O.[NH2:32][NH2:33]. Product: [O:1]1[C:5]([C:6]2[C:8]3[CH2:14][CH2:13][CH2:12][C:11]4[CH:15]=[C:16]([N:19]5[CH2:23][C@H:22]([CH2:24][NH:25][C:26](=[O:28])[CH3:27])[O:21][C:20]5=[O:29])[CH:17]=[CH:18][C:10]=4[C:9]=3[NH:33][N:32]=2)=[CH:4][CH:3]=[N:2]1. The catalyst class is: 8. (5) Reactant: FC(F)(F)C(O)=O.[Cl:8][C:9]1[CH:14]=[CH:13][C:12]([C:15]2[CH:16]=[CH:17][C:18]([C:21]#[C:22][C:23]3[CH:46]=[CH:45][C:26]([O:27][CH2:28][CH2:29][N:30]([CH3:44])[CH:31]4[CH2:36][CH2:35][N:34](C(OC(C)(C)C)=O)[CH2:33][CH2:32]4)=[CH:25][CH:24]=3)=[N:19][CH:20]=2)=[CH:11][CH:10]=1. Product: [Cl:8][C:9]1[CH:14]=[CH:13][C:12]([C:15]2[CH:16]=[CH:17][C:18]([C:21]#[C:22][C:23]3[CH:24]=[CH:25][C:26]([O:27][CH2:28][CH2:29][N:30]([CH3:44])[CH:31]4[CH2:36][CH2:35][NH:34][CH2:33][CH2:32]4)=[CH:45][CH:46]=3)=[N:19][CH:20]=2)=[CH:11][CH:10]=1. The catalyst class is: 2. (6) Reactant: [NH2:1][C:2]1[CH:3]=[C:4]([CH:7]=[CH:8][C:9]=1[NH2:10])[C:5]#[N:6].[Cl:11][C:12]1[CH:16]=[CH:15][S:14][C:13]=1[C:17](Cl)=[O:18]. Product: [C:5]([C:4]1[CH:7]=[CH:8][C:9]([NH:10][C:17]([C:13]2[S:14][CH:15]=[CH:16][C:12]=2[Cl:11])=[O:18])=[C:2]([NH:1][C:17]([C:13]2[S:14][CH:15]=[CH:16][C:12]=2[Cl:11])=[O:18])[CH:3]=1)#[N:6]. The catalyst class is: 1. (7) Reactant: [C:1]([CH2:9][C:10]([O:12][CH2:13][CH3:14])=[O:11])(=[O:8])[C:2]1[CH:7]=[CH:6][CH:5]=[CH:4][CH:3]=1.[CH:15]([O-])([O-])[O:16][CH2:17][CH3:18].C(OC(=O)C)(=O)C. Product: [C:1]([C:9](=[CH:15][O:16][CH2:17][CH3:18])[C:10]([O:12][CH2:13][CH3:14])=[O:11])(=[O:8])[C:2]1[CH:7]=[CH:6][CH:5]=[CH:4][CH:3]=1. The catalyst class is: 6. (8) Reactant: [C:1](=[O:22])([O:3][C@H:4]([CH:8]([C:18]([CH3:21])([CH3:20])[CH3:19])[C:9]1[C:17]2[C:12](=[CH:13][CH:14]=[CH:15][CH:16]=2)[NH:11][CH:10]=1)[C:5]([NH2:7])=[S:6])[NH2:2].C(=O)([O-])O.[K+].Cl[CH2:29][C:30](=[O:32])[CH3:31]. The catalyst class is: 216. Product: [C:1](=[O:22])([O:3][C@@H:4]([C:5]1[S:6][CH2:29][C:30]([OH:32])([CH3:31])[N:7]=1)[CH:8]([C:18]([CH3:19])([CH3:21])[CH3:20])[C:9]1[C:17]2[C:12](=[CH:13][CH:14]=[CH:15][CH:16]=2)[NH:11][CH:10]=1)[NH2:2]. (9) Reactant: [N:1]1([CH2:7][C:8]2[N:9]=[C:10]([C:17]([OH:19])=O)[N:11]3[CH:16]=[CH:15][CH:14]=[CH:13][C:12]=23)[CH2:6][CH2:5][O:4][CH2:3][CH2:2]1.[CH3:20][C:21]12[CH2:27][CH:24]([CH2:25][CH2:26]1)[C:23]([CH3:29])([CH3:28])[CH:22]2[NH2:30].C(Cl)CCl.C1C=NC2N(O)N=NC=2C=1.C(N(C(C)C)CC)(C)C. Product: [N:1]1([CH2:7][C:8]2[N:9]=[C:10]([C:17]([NH:30][CH:22]3[C:23]([CH3:28])([CH3:29])[CH:24]4[CH2:27][C:21]3([CH3:20])[CH2:26][CH2:25]4)=[O:19])[N:11]3[CH:16]=[CH:15][CH:14]=[CH:13][C:12]=23)[CH2:2][CH2:3][O:4][CH2:5][CH2:6]1. The catalyst class is: 3.